From a dataset of Catalyst prediction with 721,799 reactions and 888 catalyst types from USPTO. Predict which catalyst facilitates the given reaction. (1) The catalyst class is: 3. Product: [Cl:8][C:6]1[CH:5]=[C:4]([CH2:9][S:10]([C:13]2[CH:14]=[C:15]3[C:19](=[CH:20][CH:21]=2)[NH:18][C:17](=[O:22])/[C:16]/3=[CH:23]\[C:24]2[NH:28][C:27]([CH3:29])=[C:26]([C:30]([N:34]3[CH2:39][CH2:38][CH:37]([OH:40])[CH2:36][CH2:35]3)=[O:31])[C:25]=2[CH3:33])(=[O:11])=[O:12])[CH:3]=[C:2]([Cl:1])[CH:7]=1. Reactant: [Cl:1][C:2]1[CH:3]=[C:4]([CH2:9][S:10]([C:13]2[CH:14]=[C:15]3[C:19](=[CH:20][CH:21]=2)[NH:18][C:17](=[O:22])/[C:16]/3=[CH:23]\[C:24]2[NH:28][C:27]([CH3:29])=[C:26]([C:30](O)=[O:31])[C:25]=2[CH3:33])(=[O:12])=[O:11])[CH:5]=[C:6]([Cl:8])[CH:7]=1.[NH:34]1[CH2:39][CH2:38][CH:37]([OH:40])[CH2:36][CH2:35]1.C1C=CC2N(O)N=NC=2C=1.CCN=C=NCCCN(C)C.Cl. (2) Reactant: [F:1][C:2]([F:48])([P:44]([OH:47])([OH:46])=[O:45])[C:3]1[CH:43]=[CH:42][C:6]([CH2:7][C:8]([C:32]2[CH:37]=[CH:36][C:35]([C:38]([O:40]C)=[O:39])=[CH:34][CH:33]=2)([C:23]([C:25]2[CH:30]=[CH:29][C:28]([F:31])=[CH:27][CH:26]=2)=[O:24])[CH2:9][C:10]2[CH:15]=[CH:14][C:13](OP(C(F)F)(=O)O)=[CH:12][CH:11]=2)=[CH:5][CH:4]=1.[OH-:49].[Na+]. Product: [F:1][C:2]([F:48])([P:44]([OH:46])([OH:45])=[O:49])[C:13]1[CH:14]=[CH:15][C:10]([CH2:9][C:8]([C:32]2[CH:33]=[CH:34][C:35]([C:38]([OH:40])=[O:39])=[CH:36][CH:37]=2)([CH2:7][C:6]2[CH:5]=[CH:4][C:3]([C:2]([F:1])([F:48])[P:44]([OH:47])([OH:46])=[O:45])=[CH:43][CH:42]=2)[C:23]([C:25]2[CH:26]=[CH:27][C:28]([F:31])=[CH:29][CH:30]=2)=[O:24])=[CH:11][CH:12]=1. The catalyst class is: 36. (3) Reactant: [CH2:1]=[C:2]([C:4]1[N:8]2[CH:9]=[CH:10][CH:11]=[CH:12][C:7]2=[C:6]([C:13]([O:15][CH3:16])=[O:14])[N:5]=1)[CH3:3]. Product: [CH:2]([C:4]1[N:8]2[CH:9]=[CH:10][CH:11]=[CH:12][C:7]2=[C:6]([C:13]([O:15][CH3:16])=[O:14])[N:5]=1)([CH3:3])[CH3:1]. The catalyst class is: 358. (4) Reactant: [CH3:1][O:2][CH2:3][CH2:4][N:5]([CH2:23][C:24]1[CH:29]=[CH:28][C:27]([S:30][C:31]([CH3:40])([CH3:39])[C:32]([O:34]C(C)(C)C)=[O:33])=[CH:26][CH:25]=1)[C:6]1[CH:11]=[C:10]([NH:12][C:13]2[CH:18]=[CH:17][CH:16]=[C:15]([C:19]([F:22])([F:21])[F:20])[CH:14]=2)[N:9]=[CH:8][N:7]=1.C(O)(C(F)(F)F)=O. Product: [CH3:1][O:2][CH2:3][CH2:4][N:5]([CH2:23][C:24]1[CH:25]=[CH:26][C:27]([S:30][C:31]([CH3:40])([CH3:39])[C:32]([OH:34])=[O:33])=[CH:28][CH:29]=1)[C:6]1[CH:11]=[C:10]([NH:12][C:13]2[CH:18]=[CH:17][CH:16]=[C:15]([C:19]([F:21])([F:20])[F:22])[CH:14]=2)[N:9]=[CH:8][N:7]=1. The catalyst class is: 4. (5) Reactant: Cl[C:2]1[C:11]2[C:6](=[CH:7][C:8]([Cl:12])=[CH:9][CH:10]=2)[N:5]=[CH:4][CH:3]=1.N#N.CN(CCN(C)C)C.[BH4-].[Na+]. Product: [Cl:12][C:8]1[CH:7]=[C:6]2[C:11]([CH:2]=[CH:3][CH:4]=[N:5]2)=[CH:10][CH:9]=1. The catalyst class is: 220. (6) Reactant: [N+:1]([C:4]1[CH:5]=[N:6][CH:7]=[CH:8][C:9]=1[C:10]1[O:15][C@H:14](/[CH:16]=[CH:17]/[CH3:18])[C@@H:13]([O:19][Si:20]([CH:27]([CH3:29])[CH3:28])([CH:24]([CH3:26])[CH3:25])[CH:21]([CH3:23])[CH3:22])[C@H:12]([O:30][Si:31]([CH:38]([CH3:40])[CH3:39])([CH:35]([CH3:37])[CH3:36])[CH:32]([CH3:34])[CH3:33])[CH:11]=1)([O-])=O. Product: [CH2:16]([C@H:14]1[O:15][C@H:10]([C:9]2[CH:8]=[CH:7][N:6]=[CH:5][C:4]=2[NH2:1])[CH2:11][C@@H:12]([O:30][Si:31]([CH:38]([CH3:40])[CH3:39])([CH:35]([CH3:37])[CH3:36])[CH:32]([CH3:33])[CH3:34])[C@@H:13]1[O:19][Si:20]([CH:27]([CH3:28])[CH3:29])([CH:24]([CH3:26])[CH3:25])[CH:21]([CH3:23])[CH3:22])[CH2:17][CH3:18]. The catalyst class is: 50. (7) The catalyst class is: 12. Reactant: [O:1]1[C:9]2[C:4](=[N:5][CH:6]=[CH:7][CH:8]=2)[NH:3][C:2]1=[O:10].N([CH2:14][CH2:15][CH2:16][CH2:17][CH2:18][CH2:19][CH2:20][CH3:21])=C=O. Product: [O:10]=[C:2]1[NH:3][C:4]2=[N:5][CH:6]=[CH:7][CH:8]=[C:9]2[O:1]1.[CH3:21][CH2:20][CH:19]([C:2]([NH2:3])=[O:1])[CH2:18][CH2:17][CH2:16][CH2:15][CH3:14].